This data is from Forward reaction prediction with 1.9M reactions from USPTO patents (1976-2016). The task is: Predict the product of the given reaction. (1) Given the reactants [F:1][C:2]1[C:18]([N+:19]([O-])=O)=[CH:17][CH:16]=[CH:15][C:3]=1[C:4]([N:6]1[CH2:10][CH2:9][CH2:8][C@H:7]1[C:11]([O:13][CH3:14])=[O:12])=[O:5], predict the reaction product. The product is: [NH2:19][C:18]1[C:2]([F:1])=[C:3]([CH:15]=[CH:16][CH:17]=1)[C:4]([N:6]1[CH2:10][CH2:9][CH2:8][C@H:7]1[C:11]([O:13][CH3:14])=[O:12])=[O:5]. (2) Given the reactants O=C1NCCN1C1C=C(C=CN=1)C([O-])=O.[O:16]=[C:17]1[NH:21][N:20]=[CH:19][N:18]1[C:22]1[CH:23]=[C:24]([CH:29]=[CH:30][N:31]=1)[C:25]([O:27][CH3:28])=[O:26].Br[CH2:33][C:34]1[CH:39]=[CH:38][C:37]([F:40])=[CH:36][CH:35]=1, predict the reaction product. The product is: [F:40][C:37]1[CH:38]=[CH:39][C:34]([CH2:33][N:21]2[C:17](=[O:16])[N:18]([C:22]3[CH:23]=[C:24]([CH:29]=[CH:30][N:31]=3)[C:25]([O:27][CH3:28])=[O:26])[CH:19]=[N:20]2)=[CH:35][CH:36]=1. (3) Given the reactants [CH2:1]([O:3][C:4]([C:6]1([NH:15][C:16](=[O:28])[C:17]2[CH:22]=[CH:21][CH:20]=[C:19]([C:23]([F:26])([F:25])[F:24])[C:18]=2I)[CH2:14][C:13]2[C:8](=[CH:9][CH:10]=[CH:11][CH:12]=2)[CH2:7]1)=[O:5])[CH3:2].[CH3:29][C:30]([CH3:41])=[CH:31]B1OC(C)(C)C(C)(C)O1.C([O-])([O-])=O.[K+].[K+].N#N, predict the reaction product. The product is: [CH2:1]([O:3][C:4]([C:6]1([NH:15][C:16](=[O:28])[C:17]2[CH:22]=[CH:21][CH:20]=[C:19]([C:23]([F:26])([F:25])[F:24])[C:18]=2[CH:29]=[C:30]([CH3:41])[CH3:31])[CH2:14][C:13]2[C:8](=[CH:9][CH:10]=[CH:11][CH:12]=2)[CH2:7]1)=[O:5])[CH3:2].